Dataset: Reaction yield outcomes from USPTO patents with 853,638 reactions. Task: Predict the reaction yield, written as a fraction of the theoretical maximum amount of product (1.0 means a 100% yield; for example, 0.34 means a 34% yield). (1) The reactants are C[O:2][C:3](=[O:33])[C:4]1[CH:9]=[CH:8][C:7]([CH2:10][N:11]2[CH:15]=[C:14]([C:16]3[CH:21]=[CH:20][C:19]([Cl:22])=[CH:18][C:17]=3[Cl:23])[N:13]=[C:12]2/[CH:24]=[CH:25]/[C:26]2[CH:31]=[CH:30][C:29](Br)=[CH:28][CH:27]=2)=[CH:6][CH:5]=1.[C:34]([C:36]1[CH:37]=[C:38](B(O)O)[CH:39]=[CH:40][CH:41]=1)#[N:35]. No catalyst specified. The product is [C:34]([C:36]1[CH:41]=[C:40]([C:29]2[CH:30]=[CH:31][C:26](/[CH:25]=[CH:24]/[C:12]3[N:11]([CH2:10][C:7]4[CH:6]=[CH:5][C:4]([C:3]([OH:2])=[O:33])=[CH:9][CH:8]=4)[CH:15]=[C:14]([C:16]4[CH:21]=[CH:20][C:19]([Cl:22])=[CH:18][C:17]=4[Cl:23])[N:13]=3)=[CH:27][CH:28]=2)[CH:39]=[CH:38][CH:37]=1)#[N:35]. The yield is 0.170. (2) The reactants are [Cl-].[CH3:2][O:3]C[P+](C1C=CC=CC=1)(C1C=CC=CC=1)C1C=CC=CC=1.[Li+].C[Si]([N-][Si](C)(C)C)(C)C.[CH2:34]([N:41]1[CH2:46][CH:45]=[C:44]([C:47]([CH3:51])([CH3:50])[CH:48]=O)[CH2:43][CH2:42]1)[C:35]1[CH:40]=[CH:39][CH:38]=[CH:37][CH:36]=1.Cl. The catalyst is O1CCCC1.O. The product is [CH2:34]([N:41]1[CH2:46][CH:45]=[C:44]([C:47]([CH3:51])([CH3:50])[CH2:48][CH:2]=[O:3])[CH2:43][CH2:42]1)[C:35]1[CH:40]=[CH:39][CH:38]=[CH:37][CH:36]=1. The yield is 0.280.